Dataset: Forward reaction prediction with 1.9M reactions from USPTO patents (1976-2016). Task: Predict the product of the given reaction. (1) Given the reactants Br[C:2]1[CH:3]=[C:4]([CH:14]=[CH:15][CH:16]=1)[CH2:5][NH:6][C:7](=[O:13])[O:8][C:9]([CH3:12])([CH3:11])[CH3:10].[CH:17]1(B(O)O)[CH2:19][CH2:18]1.P([O-])([O-])([O-])=O.[K+].[K+].[K+].C1(P(C2CCCCC2)C2CCCCC2)CCCCC1, predict the reaction product. The product is: [CH:17]1([C:2]2[CH:3]=[C:4]([CH:14]=[CH:15][CH:16]=2)[CH2:5][NH:6][C:7](=[O:13])[O:8][C:9]([CH3:12])([CH3:11])[CH3:10])[CH2:19][CH2:18]1. (2) Given the reactants [NH:1]1[C:9]2[C:4](=[CH:5][C:6]([C:10]#[N:11])=[CH:7][CH:8]=2)[CH:3]=[CH:2]1.[H-].[Na+].I[CH3:15].C1C[O:19][CH2:18]C1, predict the reaction product. The product is: [CH:18]([C:3]1[C:4]2[C:9](=[CH:8][CH:7]=[C:6]([C:10]#[N:11])[CH:5]=2)[N:1]([CH3:15])[CH:2]=1)=[O:19]. (3) Given the reactants [OH:1][C:2]1[CH:14]=[CH:13][C:5]2[CH:6]=[C:7]([C:9]([O:11][CH3:12])=[O:10])[O:8][C:4]=2[CH:3]=1.Cl[CH2:16][CH2:17][N:18]1[CH2:23][CH2:22][CH2:21][CH2:20][CH2:19]1.C([O-])([O-])=O.[K+].[K+], predict the reaction product. The product is: [N:18]1([CH2:17][CH2:16][O:1][C:2]2[CH:14]=[CH:13][C:5]3[CH:6]=[C:7]([C:9]([O:11][CH3:12])=[O:10])[O:8][C:4]=3[CH:3]=2)[CH2:23][CH2:22][CH2:21][CH2:20][CH2:19]1. (4) The product is: [NH2:15][C@H:13]1[CH2:14][C@H:11]([N:10]2[C:5]3=[N:6][CH:7]=[CH:8][CH:9]=[C:4]3[O:3][C:2]2=[O:1])[CH2:12]1. Given the reactants [O:1]=[C:2]1[N:10]([C@H:11]2[CH2:14][C@H:13]([NH:15]C(=O)OCC3C=CC=CC=3)[CH2:12]2)[C:5]2=[N:6][CH:7]=[CH:8][CH:9]=[C:4]2[O:3]1.Br, predict the reaction product. (5) Given the reactants [Cl:1][C:2]1[CH:7]=[C:6]([Cl:8])[CH:5]=[CH:4][C:3]=1[C:9]1[C:17]2[C:13](=[C:14]([CH:19]=[CH:20][C:21]#[N:22])[N:15]([CH3:18])[N:16]=2)[CH:12]=[CH:11][CH:10]=1.[BH4-].[Na+], predict the reaction product. The product is: [Cl:1][C:2]1[CH:7]=[C:6]([Cl:8])[CH:5]=[CH:4][C:3]=1[C:9]1[C:17]2[C:13](=[C:14]([CH2:19][CH2:20][C:21]#[N:22])[N:15]([CH3:18])[N:16]=2)[CH:12]=[CH:11][CH:10]=1. (6) Given the reactants [CH3:1][C:2]1[O:6][C:5]([C:7]2[CH:12]=[CH:11][CH:10]=[CH:9][CH:8]=2)=[N:4][C:3]=1[CH2:13][N:14]1[C:22]2[C:17](=[CH:18][CH:19]=[CH:20][CH:21]=2)[C:16]([C:23]([OH:25])=O)=[N:15]1.C(OC([N:33]1[CH2:38][CH2:37][NH:36][C@H:35]([CH2:39][C:40]2[CH:45]=[CH:44][CH:43]=[CH:42][CH:41]=2)[CH2:34]1)=O)(C)(C)C, predict the reaction product. The product is: [CH2:39]([C@@H:35]1[CH2:34][NH:33][CH2:38][CH2:37][N:36]1[C:23]([C:16]1[C:17]2[C:22](=[CH:21][CH:20]=[CH:19][CH:18]=2)[N:14]([CH2:13][C:3]2[N:4]=[C:5]([C:7]3[CH:12]=[CH:11][CH:10]=[CH:9][CH:8]=3)[O:6][C:2]=2[CH3:1])[N:15]=1)=[O:25])[C:40]1[CH:45]=[CH:44][CH:43]=[CH:42][CH:41]=1. (7) Given the reactants [Cl:1][C:2]1[C:10]2[C:5](=[CH:6][CH:7]=[CH:8][C:9]=2[N+:11]([O-])=O)[N:4]([C:14]([O:16][C:17]([CH3:20])([CH3:19])[CH3:18])=[O:15])[N:3]=1, predict the reaction product. The product is: [NH2:11][C:9]1[CH:8]=[CH:7][CH:6]=[C:5]2[C:10]=1[C:2]([Cl:1])=[N:3][N:4]2[C:14]([O:16][C:17]([CH3:19])([CH3:18])[CH3:20])=[O:15]. (8) Given the reactants [CH3:1][N:2]([CH3:26])[C:3]1[CH:4]=[C:5]([CH:9]=[C:10](/[CH:12]=[CH:13]/[C:14]2[CH:19]=[C:18]([CH3:20])[C:17]([O:21]COC)=[C:16]([CH3:25])[CH:15]=2)[CH:11]=1)[C:6](O)=[O:7].C(Cl)CCl.C1C=[N:35][C:34]2N(O)N=N[C:33]=2[CH:32]=1.C(N)CC, predict the reaction product. The product is: [CH3:26][N:2]([CH3:1])[C:3]1[CH:4]=[C:5]([CH:9]=[C:10](/[CH:12]=[CH:13]/[C:14]2[CH:15]=[C:16]([CH3:25])[C:17]([OH:21])=[C:18]([CH3:20])[CH:19]=2)[CH:11]=1)[C:6]([NH:35][CH2:34][CH2:33][CH3:32])=[O:7]. (9) Given the reactants Br[C:2]1[CH:3]=[C:4]2[C:9](=[CH:10][CH:11]=1)[N:8]=[C:7]([C:12]([O:14][CH2:15][CH3:16])=[O:13])[CH:6]=[N:5]2.[Cl:17][C:18]1[CH:23]=[CH:22][CH:21]=[C:20]([Cl:24])[C:19]=1[C:25]1[C:29]([CH2:30][O:31][C:32]2[CH:37]=[CH:36][C:35](B3OC(C)(C)C(C)(C)O3)=[CH:34][CH:33]=2)=[C:28]([CH:47]([CH3:49])[CH3:48])[O:27][N:26]=1.P([O-])([O-])([O-])=O.[K+].[K+].[K+].C1(P(C2C=CC=CC=2)C2C=CC=CC=2)C=CC=CC=1, predict the reaction product. The product is: [Cl:24][C:20]1[CH:21]=[CH:22][CH:23]=[C:18]([Cl:17])[C:19]=1[C:25]1[C:29]([CH2:30][O:31][C:32]2[CH:33]=[CH:34][C:35]([C:2]3[CH:3]=[C:4]4[C:9](=[CH:10][CH:11]=3)[N:8]=[C:7]([C:12]([O:14][CH2:15][CH3:16])=[O:13])[CH:6]=[N:5]4)=[CH:36][CH:37]=2)=[C:28]([CH:47]([CH3:49])[CH3:48])[O:27][N:26]=1.